Task: Predict the product of the given reaction.. Dataset: Forward reaction prediction with 1.9M reactions from USPTO patents (1976-2016) (1) Given the reactants [C:1]([O:5][C:6]1[CH:11]=[CH:10][C:9]([OH:12])=[CH:8][CH:7]=1)([CH3:4])([CH3:3])[CH3:2].[O:13]([CH2:21][CH2:22]O)[Si:14]([C:17]([CH3:20])([CH3:19])[CH3:18])([CH3:16])[CH3:15].C1C=CC(P(C2C=CC=CC=2)C2C=CC=CC=2)=CC=1.CC(OC(/N=N/C(OC(C)C)=O)=O)C, predict the reaction product. The product is: [C:1]([O:5][C:6]1[CH:7]=[CH:8][C:9]([O:12][CH2:22][CH2:21][O:13][Si:14]([C:17]([CH3:20])([CH3:19])[CH3:18])([CH3:16])[CH3:15])=[CH:10][CH:11]=1)([CH3:4])([CH3:2])[CH3:3]. (2) Given the reactants [CH3:1][C:2]1([CH3:14])[C:6]([CH3:8])([CH3:7])[O:5][B:4]([C:9]2[CH:10]=[N:11][NH:12][CH:13]=2)[O:3]1.C([O-])([O-])=O.[Cs+].[Cs+].Br[CH2:22][C:23]([O:25][CH3:26])=[O:24], predict the reaction product. The product is: [CH3:26][O:25][C:23](=[O:24])[CH2:22][N:12]1[CH:13]=[C:9]([B:4]2[O:5][C:6]([CH3:7])([CH3:8])[C:2]([CH3:14])([CH3:1])[O:3]2)[CH:10]=[N:11]1. (3) The product is: [C:1]([C:3]1[C:4]([F:28])=[C:5]([CH:10]2[O:26][CH2:25][C@@H:13]3[CH2:14][N:15]([C:18]([O:20][C:21]([CH3:23])([CH3:24])[CH3:22])=[O:19])[CH2:16][CH2:17][N:12]3[CH2:11]2)[CH:6]=[CH:7][C:8]=1[F:9])#[N:2]. Given the reactants [C:1]([C:3]1[C:4]([F:28])=[C:5]([CH:10](O)[CH2:11][N:12]2[CH2:17][CH2:16][N:15]([C:18]([O:20][C:21]([CH3:24])([CH3:23])[CH3:22])=[O:19])[CH2:14][C@H:13]2[CH2:25][OH:26])[CH:6]=[CH:7][C:8]=1[F:9])#[N:2].C(C=P(CCCC)(CCCC)CCCC)#N, predict the reaction product. (4) Given the reactants [Cl:1][C:2]1[CH:3]=[C:4]([CH:21]=[CH:22][CH:23]=1)[CH2:5][NH:6][C:7]1[N:20]=[C:10]2[C:11]([O:18][CH3:19])=[CH:12][C:13]([C:15]([OH:17])=O)=[CH:14][N:9]2[N:8]=1.[CH3:24][C:25]1([CH3:34])[CH2:30][NH:29][C@H:28]([CH2:31][CH2:32][OH:33])[CH2:27][O:26]1.C(N(CC)C(C)C)(C)C.CN(C(ON1N=NC2C=CC=NC1=2)=[N+](C)C)C.F[P-](F)(F)(F)(F)F, predict the reaction product. The product is: [Cl:1][C:2]1[CH:3]=[C:4]([CH:21]=[CH:22][CH:23]=1)[CH2:5][NH:6][C:7]1[N:20]=[C:10]2[C:11]([O:18][CH3:19])=[CH:12][C:13]([C:15]([N:29]3[C@H:28]([CH2:31][CH2:32][OH:33])[CH2:27][O:26][C:25]([CH3:34])([CH3:24])[CH2:30]3)=[O:17])=[CH:14][N:9]2[N:8]=1. (5) The product is: [ClH:30].[CH3:27][N:25]([CH3:26])[C:23]1[C:22]([CH3:28])=[CH:21][N:20]=[C:19]([NH:18][C@@H:15]2[CH2:16][CH2:17][C@H:12]([C:10]([NH:9][C@H:7]([C:4]3[CH:5]=[CH:6][C:1]([CH3:29])=[CH:2][CH:3]=3)[CH3:8])=[O:11])[CH2:13][CH2:14]2)[N:24]=1. Given the reactants [C:1]1([CH3:29])[CH:6]=[CH:5][C:4]([C@@H:7]([NH:9][C:10]([C@H:12]2[CH2:17][CH2:16][C@@H:15]([NH:18][C:19]3[N:24]=[C:23]([N:25]([CH3:27])[CH3:26])[C:22]([CH3:28])=[CH:21][N:20]=3)[CH2:14][CH2:13]2)=[O:11])[CH3:8])=[CH:3][CH:2]=1.[ClH:30], predict the reaction product. (6) Given the reactants [CH3:1][N:2]([CH3:19])[S:3]([N:6]1[C:14]2[C:9](=[CH:10][CH:11]=[C:12]([CH2:17][OH:18])[C:13]=2[O:15][CH3:16])[CH:8]=[N:7]1)(=[O:5])=[O:4], predict the reaction product. The product is: [CH3:19][N:2]([CH3:1])[S:3]([N:6]1[C:14]2[C:9](=[CH:10][CH:11]=[C:12]([CH:17]=[O:18])[C:13]=2[O:15][CH3:16])[CH:8]=[N:7]1)(=[O:4])=[O:5]. (7) Given the reactants C([O:8][C:9]1[CH:14]=[C:13]([O:15]CC2C=CC=CC=2)[C:12]([C:23]2[CH:28]=[C:27]([CH:29]([CH3:31])[CH3:30])[CH:26]=[CH:25][C:24]=2[O:32][CH3:33])=[CH:11][C:10]=1[C:34]1[N:38]([CH2:39][CH2:40][CH2:41][O:42][CH3:43])[N:37]=[N:36][N:35]=1)C1C=CC=CC=1.[H][H], predict the reaction product. The product is: [CH:29]([C:27]1[CH:26]=[CH:25][C:24]([O:32][CH3:33])=[C:23]([C:12]2[C:13]([OH:15])=[CH:14][C:9]([OH:8])=[C:10]([C:34]3[N:38]([CH2:39][CH2:40][CH2:41][O:42][CH3:43])[N:37]=[N:36][N:35]=3)[CH:11]=2)[CH:28]=1)([CH3:31])[CH3:30]. (8) Given the reactants O.O.O.O.O.O.O.[Cl-].[Ce+3].[Cl-].[Cl-].Cl[C:13]1[C:18]([N+:19]([O-:21])=[O:20])=[C:17]([NH:22][CH2:23][CH2:24][NH:25][C:26](=[O:32])[O:27][C:28]([CH3:31])([CH3:30])[CH3:29])[C:16]([CH3:33])=[C:15]([CH3:34])[N:14]=1.[N-:35]=[N+:36]=[N-:37].[Na+].C(#N)C, predict the reaction product. The product is: [CH3:34][C:15]1[N:14]2[N:35]=[N:36][N:37]=[C:13]2[C:18]([N+:19]([O-:21])=[O:20])=[C:17]([NH:22][CH2:23][CH2:24][NH:25][C:26](=[O:32])[O:27][C:28]([CH3:31])([CH3:30])[CH3:29])[C:16]=1[CH3:33]. (9) The product is: [NH2:8][C:9]1[S:13][C:12]([C:14]([O:16][CH2:17][CH3:18])=[O:15])=[C:11]([CH3:19])[CH:10]=1. Given the reactants C(OC([NH:8][C:9]1[S:13][C:12]([C:14]([O:16][CH2:17][CH3:18])=[O:15])=[C:11]([CH3:19])[CH:10]=1)=O)(C)(C)C.FC(F)(F)C(O)=O, predict the reaction product. (10) The product is: [CH:4]([C:3]1[C:6]([CH3:10])=[CH:7][CH:8]=[CH:9][C:2]=1[C:19]1[CH:20]=[CH:21][C:22]([C:25]([NH:27][CH2:28][CH2:29][C:30]([O:32][CH2:33][CH3:34])=[O:31])=[O:26])=[N:23][CH:24]=1)=[O:5]. Given the reactants Cl[C:2]1[CH:9]=[CH:8][CH:7]=[C:6]([CH3:10])[C:3]=1[CH:4]=[O:5].CC1(C)C(C)(C)OB([C:19]2[CH:20]=[CH:21][C:22]([C:25]([NH:27][CH2:28][CH2:29][C:30]([O:32][CH2:33][CH3:34])=[O:31])=[O:26])=[N:23][CH:24]=2)O1.[O-]P([O-])([O-])=O.[K+].[K+].[K+], predict the reaction product.